Dataset: Peptide-MHC class I binding affinity with 185,985 pairs from IEDB/IMGT. Task: Regression. Given a peptide amino acid sequence and an MHC pseudo amino acid sequence, predict their binding affinity value. This is MHC class I binding data. (1) The peptide sequence is CVGDHQAAM. The MHC is Mamu-A2201 with pseudo-sequence Mamu-A2201. The binding affinity (normalized) is 0.0600. (2) The peptide sequence is LSAFSLHSY. The MHC is Mamu-A02 with pseudo-sequence Mamu-A02. The binding affinity (normalized) is 0.740. (3) The peptide sequence is YVFPVIFSR. The MHC is HLA-B40:02 with pseudo-sequence HLA-B40:02. The binding affinity (normalized) is 0.0511. (4) The peptide sequence is AVYGNITHK. The MHC is HLA-A02:02 with pseudo-sequence HLA-A02:02. The binding affinity (normalized) is 0.00736. (5) The peptide sequence is KVCYNAVLT. The MHC is H-2-Ld with pseudo-sequence H-2-Ld. The binding affinity (normalized) is 0. (6) The peptide sequence is PVNQFTGYLK. The MHC is HLA-A03:01 with pseudo-sequence HLA-A03:01. The binding affinity (normalized) is 0.207.